This data is from Full USPTO retrosynthesis dataset with 1.9M reactions from patents (1976-2016). The task is: Predict the reactants needed to synthesize the given product. (1) The reactants are: [Br:1][C:2]1[CH:7]=[CH:6][C:5]([O:8][CH3:9])=[CH:4][C:3]=1[NH2:10].C(O[CH:14]=[C:15]([C:21]([O:23][CH2:24][CH3:25])=[O:22])[C:16]([O:18][CH2:19][CH3:20])=[O:17])C. Given the product [CH2:19]([O:18][C:16](=[O:17])[C:15](=[CH:14][NH:10][C:3]1[CH:4]=[C:5]([O:8][CH3:9])[CH:6]=[CH:7][C:2]=1[Br:1])[C:21]([O:23][CH2:24][CH3:25])=[O:22])[CH3:20], predict the reactants needed to synthesize it. (2) Given the product [CH:7]1([C:6]2[N:2]([NH2:1])[CH:3]=[N:4][N:5]=2)[CH2:8][CH2:9][CH2:10][CH2:11]1, predict the reactants needed to synthesize it. The reactants are: [NH2:1][N:2]1[C:6]([CH:7]2[CH2:11][CH2:10][CH2:9][CH2:8]2)=[N:5][N:4]=[C:3]1S. (3) Given the product [NH2:1][C@@H:2]([CH2:3][CH2:4][C:5](=[O:6])[NH:56][C:57]1[CH:62]=[C:61]([Cl:63])[CH:60]=[C:59]([S:64]([OH:67])(=[O:66])=[O:65])[C:58]=1[OH:68])[C:8]([OH:10])=[O:9], predict the reactants needed to synthesize it. The reactants are: [NH:1](C(OC(C)(C)C)=O)[C@H:2]([C:8]([O:10]C(C)(C)C)=[O:9])[CH2:3][CH2:4][C:5](=O)[OH:6].CN(C(ON1N=NC2C=CC=NC1=2)=[N+](C)C)C.F[P-](F)(F)(F)(F)F.C1C=NC2N(O)N=NC=2C=1.[NH2:56][C:57]1[C:58]([OH:68])=[C:59]([S:64]([OH:67])(=[O:66])=[O:65])[CH:60]=[C:61]([Cl:63])[CH:62]=1. (4) Given the product [F:34][C:35]([F:40])([F:39])[CH2:36][CH2:37][N:42]([CH2:41][CH2:36][C:35]([F:40])([F:39])[F:34])[C@H:2]1[CH2:33][CH2:32][C:5]2[N:6]=[C:7]([NH:9][C:10](=[O:31])[C:11]3[CH:16]=[CH:15][CH:14]=[C:13]([CH2:17][N:18]4[CH:22]=[C:21]([C:23]5[CH:28]=[CH:27][C:26]([C:29]#[N:30])=[CH:25][CH:24]=5)[CH:20]=[N:19]4)[CH:12]=3)[S:8][C:4]=2[CH2:3]1.[C:29]([C:26]1[CH:25]=[CH:24][C:23]([C:21]2[CH:20]=[N:19][N:18]([CH2:17][C:13]3[CH:12]=[C:11]([CH:16]=[CH:15][CH:14]=3)[C:10]([NH:9][C:7]3[S:8][C:4]4[CH2:3][C@@H:2]([NH:1][CH2:37][CH2:36][C:35]([F:40])([F:39])[F:34])[CH2:33][CH2:32][C:5]=4[N:6]=3)=[O:31])[CH:22]=2)=[CH:28][CH:27]=1)#[N:30], predict the reactants needed to synthesize it. The reactants are: [NH2:1][C@H:2]1[CH2:33][CH2:32][C:5]2[N:6]=[C:7]([NH:9][C:10](=[O:31])[C:11]3[CH:16]=[CH:15][CH:14]=[C:13]([CH2:17][N:18]4[CH:22]=[C:21]([C:23]5[CH:28]=[CH:27][C:26]([C:29]#[N:30])=[CH:25][CH:24]=5)[CH:20]=[N:19]4)[CH:12]=3)[S:8][C:4]=2[CH2:3]1.[F:34][C:35]([F:40])([F:39])[CH2:36][CH:37]=O.[C:41]([BH3-])#[N:42].[Na+].CO.C(Cl)Cl. (5) Given the product [CH3:8][O:9][CH2:10][CH2:11][NH:12][C:13]([C:15]1[CH:16]=[C:17]([CH:21]=[CH:22][CH:23]=1)[CH:18]=[O:19])=[O:14], predict the reactants needed to synthesize it. The reactants are: C(N(CC)CC)C.[CH3:8][O:9][CH2:10][CH2:11][NH2:12].[CH:13]([C:15]1[CH:16]=[C:17]([CH:21]=[CH:22][CH:23]=1)[C:18](Cl)=[O:19])=[O:14]. (6) Given the product [C:34]([C:38]1[CH:48]=[CH:47][C:41]([O:42][CH2:43][C:44]([N:16]2[C:17]3[CH:24]=[CH:23][CH:22]=[CH:21][C:18]=3[CH2:19][N:20]3[C:11]([C:9]([NH:8][CH2:7][C:3]4[CH:2]=[N:1][CH:6]=[CH:5][CH:4]=4)=[O:10])=[CH:12][CH:13]=[C:14]3[CH2:15]2)=[O:45])=[CH:40][CH:39]=1)([CH3:37])([CH3:35])[CH3:36], predict the reactants needed to synthesize it. The reactants are: [N:1]1[CH:6]=[CH:5][CH:4]=[C:3]([CH2:7][NH:8][C:9]([C:11]2[N:20]3[C:14]([CH2:15][NH:16][C:17]4[CH:24]=[CH:23][CH:22]=[CH:21][C:18]=4[CH2:19]3)=[CH:13][CH:12]=2)=[O:10])[CH:2]=1.C(N(CC)C(C)C)(C)C.[C:34]([C:38]1[CH:48]=[CH:47][C:41]([O:42][CH2:43][C:44](Cl)=[O:45])=[CH:40][CH:39]=1)([CH3:37])([CH3:36])[CH3:35]. (7) Given the product [F:20][C:11]1[C:10](=[O:21])[NH:9][C:8]([CH2:7][C:6]([O-:22])=[O:5])=[N:13][C:12]=1[N:14]1[CH2:15][CH2:16][O:17][CH2:18][CH2:19]1.[Na+:2], predict the reactants needed to synthesize it. The reactants are: [OH-].[Na+:2].C([O:5][C:6](=[O:22])[CH2:7][C:8]1[NH:9][C:10](=[O:21])[C:11]([F:20])=[C:12]([N:14]2[CH2:19][CH2:18][O:17][CH2:16][CH2:15]2)[N:13]=1)C.